Dataset: Acute oral toxicity (LD50) regression data from Zhu et al.. Task: Regression/Classification. Given a drug SMILES string, predict its toxicity properties. Task type varies by dataset: regression for continuous values (e.g., LD50, hERG inhibition percentage) or binary classification for toxic/non-toxic outcomes (e.g., AMES mutagenicity, cardiotoxicity, hepatotoxicity). Dataset: ld50_zhu. (1) The compound is Fc1cc(F)c2[nH]c(C(F)(F)F)nc2c1F. The rat oral LD50 is 5.02, given as -log10 of the dose in mol/kg body weight (higher means more acutely toxic). (2) The molecule is COP(=S)(OC)SCc1nnc(SC)s1. The rat oral LD50 is 2.44, given as -log10 of the dose in mol/kg body weight (higher means more acutely toxic). (3) The drug is ClC(Cl)(Br)CBr. The rat oral LD50 is 3.10, given as -log10 of the dose in mol/kg body weight (higher means more acutely toxic). (4) The molecule is CCC1(CO)CCCN2CCc3c([nH]c4ccccc34)C21. The rat oral LD50 is 2.38, given as -log10 of the dose in mol/kg body weight (higher means more acutely toxic). (5) The rat oral LD50 is 3.32, given as -log10 of the dose in mol/kg body weight (higher means more acutely toxic). The molecule is CC(=NNC(=O)c1ccncc1)c1ccco1. (6) The compound is CC(=O)CCC(=O)O. The rat oral LD50 is 1.80, given as -log10 of the dose in mol/kg body weight (higher means more acutely toxic).